From a dataset of Reaction yield outcomes from USPTO patents with 853,638 reactions. Predict the reaction yield, written as a fraction of the theoretical maximum amount of product (1.0 means a 100% yield; for example, 0.34 means a 34% yield). The product is [Cl:8][C:7]1[C:2]([NH:1][C:15](=[O:16])[C:14]2[CH:18]=[CH:19][CH:20]=[CH:21][C:13]=2[N+:10]([O-:12])=[O:11])=[CH:3][C:4]([CH3:9])=[CH:5][N:6]=1. The yield is 0.910. The catalyst is N1C=CC=CC=1.O.C(=O)(O)[O-].[Na+]. The reactants are [NH2:1][C:2]1[CH:3]=[C:4]([CH3:9])[CH:5]=[N:6][C:7]=1[Cl:8].[N+:10]([C:13]1[CH:21]=[CH:20][CH:19]=[CH:18][C:14]=1[C:15](Cl)=[O:16])([O-:12])=[O:11].